Dataset: Reaction yield outcomes from USPTO patents with 853,638 reactions. Task: Predict the reaction yield, written as a fraction of the theoretical maximum amount of product (1.0 means a 100% yield; for example, 0.34 means a 34% yield). The product is [NH2:5][C:9]1[CH2:10][CH2:11][C@@H:7]([CH3:6])[C:8]=1[C:13]([O:15][CH2:16][CH3:17])=[O:14]. The reactants are C([O-])(=O)C.[NH4+:5].[CH3:6][CH:7]1[CH2:11][CH2:10][C:9](=O)[C@@H:8]1[C:13]([O:15][CH2:16][CH3:17])=[O:14]. The yield is 0.970. The catalyst is CO.